From a dataset of Full USPTO retrosynthesis dataset with 1.9M reactions from patents (1976-2016). Predict the reactants needed to synthesize the given product. (1) Given the product [CH:15]1([CH2:14][CH:13]([C:20]2[CH:21]=[CH:22][C:23]([C:26]3[C:35]4[C:30](=[CH:31][CH:32]=[CH:33][CH:34]=4)[CH:29]=[CH:28][CH:27]=3)=[CH:24][CH:25]=2)[C:12]([NH:11][C:8]2[S:9][CH:10]=[C:6]([CH2:5][CH2:4][OH:3])[N:7]=2)=[O:36])[CH2:19][CH2:18][CH2:17][CH2:16]1, predict the reactants needed to synthesize it. The reactants are: C([O:3][C:4](=O)[CH2:5][C:6]1[N:7]=[C:8]([NH:11][C:12](=[O:36])[CH:13]([C:20]2[CH:25]=[CH:24][C:23]([C:26]3[C:35]4[C:30](=[CH:31][CH:32]=[CH:33][CH:34]=4)[CH:29]=[CH:28][CH:27]=3)=[CH:22][CH:21]=2)[CH2:14][CH:15]2[CH2:19][CH2:18][CH2:17][CH2:16]2)[S:9][CH:10]=1)C.[H-].[Al+3].[Li+].[H-].[H-].[H-].C(OCC)(=O)C. (2) Given the product [CH3:45][CH:1]([NH:5][C:6](=[O:44])[O:7][CH2:8][CH:9]1[CH2:10][CH2:11][CH:12]([CH2:15][N:16]([CH2:37][C:38]2[CH:43]=[CH:42][CH:41]=[CH:40][CH:39]=2)[S:17]([NH:20][C:21](=[O:36])[C:22]2[CH:23]=[C:24]([C:32]([F:35])([F:33])[F:34])[CH:25]=[C:26]([C:28]([F:30])([F:29])[F:31])[CH:27]=2)(=[O:18])=[O:19])[CH2:13][CH2:14]1)[CH2:2][CH2:3][CH3:4], predict the reactants needed to synthesize it. The reactants are: [CH2:1]([NH:5][C:6](=[O:44])[O:7][CH2:8][CH:9]1[CH2:14][CH2:13][CH:12]([CH2:15][N:16]([CH2:37][C:38]2[CH:43]=[CH:42][CH:41]=[CH:40][CH:39]=2)[S:17]([NH:20][C:21](=[O:36])[C:22]2[CH:27]=[C:26]([C:28]([F:31])([F:30])[F:29])[CH:25]=[C:24]([C:32]([F:35])([F:34])[F:33])[CH:23]=2)(=[O:19])=[O:18])[CH2:11][CH2:10]1)[CH2:2][CH2:3][CH3:4].[CH3:45]C(N)CCC.C(N)CCC. (3) Given the product [O-2:5].[O-2:1].[O-2:5].[O-2:5].[O-2:5].[O-2:5].[O-2:5].[Ti+4:3].[Ti+4:3].[Ti+4:3].[Na+:8].[Na+:8], predict the reactants needed to synthesize it. The reactants are: [O-2:1].[O-2].[Ti+4:3].C(=O)([O-])[O-:5].[Na+:8].[Na+]. (4) Given the product [OH:10][CH2:9][C:7]1[N:8]=[C:3](/[CH:2]=[CH:18]/[C:16]([O:15][C:11]([CH3:14])([CH3:13])[CH3:12])=[O:17])[CH:4]=[CH:5][CH:6]=1.[OH:10][CH2:9][C:7]1[N:8]=[C:3](/[CH:2]=[CH:18]\[C:16]([O:15][C:11]([CH3:14])([CH3:13])[CH3:12])=[O:17])[CH:4]=[CH:5][CH:6]=1, predict the reactants needed to synthesize it. The reactants are: O[CH2:2][C:3]1[N:8]=[C:7]([CH:9]=[O:10])[CH:6]=[CH:5][CH:4]=1.[C:11]([O:15][C:16]([CH:18]=P(C1C=CC=CC=1)(C1C=CC=CC=1)C1C=CC=CC=1)=[O:17])([CH3:14])([CH3:13])[CH3:12]. (5) Given the product [Cl:16][C:17]1[N:22]=[C:21]([C:10]2[CH:11]=[CH:12][C:7]([C:5]([NH:4][CH2:3][C:1]#[N:2])=[O:6])=[CH:8][CH:9]=2)[CH:20]=[CH:19][N:18]=1, predict the reactants needed to synthesize it. The reactants are: [C:1]([CH2:3][NH:4][C:5]([C:7]1[CH:12]=[CH:11][C:10](B(O)O)=[CH:9][CH:8]=1)=[O:6])#[N:2].[Cl:16][C:17]1[N:22]=[C:21](Cl)[CH:20]=[CH:19][N:18]=1.C(=O)([O-])[O-].[K+].[K+].ClCCl. (6) The reactants are: Cl[C:2]1[C:7]([C:8]#[N:9])=[CH:6][N:5]=[C:4]([NH:10][CH2:11][C:12]2[CH:13]=[N:14][CH:15]=[CH:16][C:17]=2[C:18]([F:21])([F:20])[F:19])[N:3]=1.[CH3:22][NH:23][C:24]([CH:26]1[CH2:31][CH2:30][CH:29]([NH2:32])[CH2:28][CH2:27]1)=[O:25].N12CCCN=C1CCCCC2. Given the product [C:8]([C:7]1[C:2]([NH:32][C@@H:29]2[CH2:28][CH2:27][C@H:26]([C:24]([NH:23][CH3:22])=[O:25])[CH2:31][CH2:30]2)=[N:3][C:4]([NH:10][CH2:11][C:12]2[CH:13]=[N:14][CH:15]=[CH:16][C:17]=2[C:18]([F:21])([F:20])[F:19])=[N:5][CH:6]=1)#[N:9], predict the reactants needed to synthesize it. (7) Given the product [ClH:36].[NH2:28][CH2:27][C:24]1([NH:23][C:21]([C:20]2[C:14]3[C:15](=[N:16][CH:17]=[C:12]([C:6]4[C:5]5[C:9](=[CH:10][C:2]([F:1])=[CH:3][CH:4]=5)[N:8]([CH3:11])[N:7]=4)[N:13]=3)[NH:18][CH:19]=2)=[O:22])[CH2:25][CH2:26]1, predict the reactants needed to synthesize it. The reactants are: [F:1][C:2]1[CH:10]=[C:9]2[C:5]([C:6]([C:12]3[N:13]=[C:14]4[C:20]([C:21]([NH:23][C:24]5([CH2:27][NH:28]C(=O)OC(C)(C)C)[CH2:26][CH2:25]5)=[O:22])=[CH:19][NH:18][C:15]4=[N:16][CH:17]=3)=[N:7][N:8]2[CH3:11])=[CH:4][CH:3]=1.[ClH:36].